From a dataset of Reaction yield outcomes from USPTO patents with 853,638 reactions. Predict the reaction yield, written as a fraction of the theoretical maximum amount of product (1.0 means a 100% yield; for example, 0.34 means a 34% yield). (1) The reactants are C(N(C(C)C)CC)(C)C.[NH2:10][C:11]1[CH:12]=[C:13]([NH:25][S:26]([C:29]2[CH:34]=[CH:33][CH:32]=[CH:31][CH:30]=2)(=[O:28])=[O:27])[CH:14]=[CH:15][C:16]=1[NH:17][CH2:18][CH:19]1[CH2:24][CH2:23][CH2:22][CH2:21][CH2:20]1.[CH3:35][C:36]1([C:39](O)=O)[CH2:38][CH2:37]1.CN(C(ON1N=NC2C=CC=NC1=2)=[N+](C)C)C.F[P-](F)(F)(F)(F)F. The catalyst is CN(C=O)C.O. The product is [CH:19]1([CH2:18][N:17]2[C:16]3[CH:15]=[CH:14][C:13]([NH:25][S:26]([C:29]4[CH:30]=[CH:31][CH:32]=[CH:33][CH:34]=4)(=[O:28])=[O:27])=[CH:12][C:11]=3[N:10]=[C:35]2[C:36]2([CH3:39])[CH2:38][CH2:37]2)[CH2:20][CH2:21][CH2:22][CH2:23][CH2:24]1. The yield is 0.990. (2) The reactants are [CH3:1][O:2][C:3]1[CH:4]=[C:5]([SH:9])[CH:6]=[CH:7][CH:8]=1.CS(O[CH2:15][C@@H:16]1[C@:25]2([CH3:26])[C@H:20]([C:21]([CH3:28])([CH3:27])[CH2:22][CH2:23][CH2:24]2)[CH2:19][CH2:18][C@:17]1([OH:30])[CH3:29])(=O)=O.C([O-])([O-])=O.[Cs+].[Cs+]. The catalyst is CC#N. The product is [CH3:1][O:2][C:3]1[CH:4]=[C:5]([S:9][CH2:15][C@@H:16]2[C@:25]3([CH3:26])[C@H:20]([C:21]([CH3:28])([CH3:27])[CH2:22][CH2:23][CH2:24]3)[CH2:19][CH2:18][C@@:17]2([CH3:29])[OH:30])[CH:6]=[CH:7][CH:8]=1. The yield is 0.710. (3) The catalyst is [Pd].CO. The reactants are [CH3:1][O:2][C:3]([C@H:5]([NH:17]C(=O)OCC1C=CC=CC=1)[CH2:6][C:7]1[CH:8]=[CH:9][C:10]2[NH:14][C:13](=[O:15])[NH:12][C:11]=2[CH:16]=1)=[O:4].[H][H]. The yield is 1.00. The product is [NH2:17][C@H:5]([CH2:6][C:7]1[CH:8]=[CH:9][C:10]2[NH:14][C:13](=[O:15])[NH:12][C:11]=2[CH:16]=1)[C:3]([O:2][CH3:1])=[O:4]. (4) The reactants are Br.[NH2:2][C:3]1[N:12]=[C:6]2[CH:7]=[CH:8][C:9]([OH:11])=[CH:10][N:5]2[N:4]=1.[CH:13]1([C:16](Cl)=[O:17])[CH2:15][CH2:14]1. The catalyst is CN(C)C(=O)C.O. The product is [OH:11][C:9]1[CH:8]=[CH:7][C:6]2[N:5]([N:4]=[C:3]([NH:2][C:16]([CH:13]3[CH2:15][CH2:14]3)=[O:17])[N:12]=2)[CH:10]=1. The yield is 0.890. (5) The reactants are [CH3:1][N:2]([CH3:32])[C:3]([C:5]1[N:26]([CH:27]2[CH2:31][CH2:30][CH2:29][CH2:28]2)[C:8]2[N:9]=[C:10]([NH:13][C:14]3[CH:19]=[CH:18][C:17]([N:20]4[CH2:25][CH2:24][NH:23][CH2:22][CH2:21]4)=[CH:16][N:15]=3)[N:11]=[CH:12][C:7]=2[CH:6]=1)=[O:4].[N:33]1([C:39](Br)=[O:40])[CH2:38][CH2:37][CH2:36][CH2:35][CH2:34]1. No catalyst specified. The product is [CH3:1][N:2]([CH3:32])[C:3]([C:5]1[N:26]([CH:27]2[CH2:31][CH2:30][CH2:29][CH2:28]2)[C:8]2[N:9]=[C:10]([NH:13][C:14]3[CH:19]=[CH:18][C:17]([N:20]4[CH2:21][CH2:22][N:23]([C:39]([N:33]5[CH2:38][CH2:37][CH2:36][CH2:35][CH2:34]5)=[O:40])[CH2:24][CH2:25]4)=[CH:16][N:15]=3)[N:11]=[CH:12][C:7]=2[CH:6]=1)=[O:4]. The yield is 0.640. (6) The reactants are [Cl:1][C:2]1[C:3]([CH3:26])=[N:4][O:5][C:6]=1[N:7]([CH2:20][O:21][CH2:22][CH2:23][O:24][CH3:25])[S:8]([C:11]1[C:19]2[C:14](=[N:15][CH:16]=[CH:17][CH:18]=2)[S:13][CH:12]=1)(=[O:10])=[O:9].[Li]C(C)(C)C.[CH2:32]1[O:42][C:41]2[C:34](=[CH:35][C:36]([CH2:43][CH2:44][O:45][Si:46]([C:49]([CH3:52])([CH3:51])[CH3:50])([CH3:48])[CH3:47])=[C:37]([CH:40]=2)[CH:38]=[O:39])[O:33]1. The catalyst is C1COCC1. The product is [Cl:1][C:2]1[C:3]([CH3:26])=[N:4][O:5][C:6]=1[N:7]([CH2:20][O:21][CH2:22][CH2:23][O:24][CH3:25])[S:8]([C:11]1[C:19]2[C:14](=[N:15][CH:16]=[CH:17][CH:18]=2)[S:13][C:12]=1[CH:38]([OH:39])[C:37]1[CH:40]=[C:41]2[O:42][CH2:32][O:33][C:34]2=[CH:35][C:36]=1[CH2:43][CH2:44][O:45][Si:46]([C:49]([CH3:51])([CH3:50])[CH3:52])([CH3:47])[CH3:48])(=[O:9])=[O:10]. The yield is 0.460. (7) The reactants are [F-].C([N+](CCCC)(CCCC)CCCC)CCC.[Si]([O:26][CH2:27][C:28]1[CH:29]=[C:30]([CH:49]=[C:50]([CH2:52][O:53][Si](C(C)(C)C)(C)C)[CH:51]=1)[N:31]([CH2:39][CH2:40][O:41][CH2:42][CH2:43][O:44][CH2:45][CH2:46][O:47][CH3:48])[CH2:32][C:33]([CH3:38])([S:35][S:36][CH3:37])[CH3:34])(C(C)(C)C)(C)C. The catalyst is C1COCC1. The product is [CH3:48][O:47][CH2:46][CH2:45][O:44][CH2:43][CH2:42][O:41][CH2:40][CH2:39][N:31]([CH2:32][C:33]([CH3:38])([S:35][S:36][CH3:37])[CH3:34])[C:30]1[CH:29]=[C:28]([CH2:27][OH:26])[CH:51]=[C:50]([CH2:52][OH:53])[CH:49]=1. The yield is 0.870.